Dataset: Full USPTO retrosynthesis dataset with 1.9M reactions from patents (1976-2016). Task: Predict the reactants needed to synthesize the given product. (1) Given the product [NH2:1][CH2:4][CH:3]([C:10]1[CH:11]=[CH:12][C:13]([C:16]2[N:20]=[C:19]([C:21]3[CH:31]=[C:29]([CH3:30])[N:28]=[C:23]([NH:24][CH:25]([CH3:26])[CH3:27])[N:22]=3)[O:18][N:17]=2)=[CH:14][CH:15]=1)[OH:2], predict the reactants needed to synthesize it. The reactants are: [NH3:1].[OH:2][CH:3]([C:10]1[CH:15]=[CH:14][C:13]([C:16]2[N:20]=[C:19]([C:21]3[CH:26]=[C:25]([CH3:27])[N:24]=[C:23]([NH:28][CH:29]([CH3:31])[CH3:30])[N:22]=3)[O:18][N:17]=2)=[CH:12][CH:11]=1)[CH2:4]OS(C)(=O)=O. (2) Given the product [CH:29]1([N:12]([CH2:13][CH2:14][CH2:15][C:16]2[C:24]3[C:19](=[CH:20][CH:21]=[C:22]([F:25])[CH:23]=3)[NH:18][CH:17]=2)[CH:8]2[CH2:7][C:6]3[C:5]([C:26]([NH2:28])=[O:27])=[CH:4][CH:3]=[C:2]([F:1])[C:11]=3[O:10][CH2:9]2)[CH2:32][CH2:31][CH2:30]1, predict the reactants needed to synthesize it. The reactants are: [F:1][C:2]1[C:11]2[O:10][CH2:9][CH:8]([NH:12][CH2:13][CH2:14][CH2:15][C:16]3[C:24]4[C:19](=[CH:20][CH:21]=[C:22]([F:25])[CH:23]=4)[NH:18][CH:17]=3)[CH2:7][C:6]=2[C:5]([C:26]([NH2:28])=[O:27])=[CH:4][CH:3]=1.[C:29]1(=O)[CH2:32][CH2:31][CH2:30]1.C(O)(=O)C.C([BH3-])#N.[Na+]. (3) Given the product [Cl:1][C:2]1[CH:3]=[C:4]([CH:12]([C:35]2[NH:39][C:38]([C:40]3[CH:45]=[CH:44][CH:43]=[CH:42][N:41]=3)=[CH:37][CH:36]=2)[CH2:13][C@H:14]2[CH2:34][CH2:33][C:16](=[O:17])[CH2:15]2)[CH:5]=[CH:6][C:7]=1[S:8]([CH3:11])(=[O:9])=[O:10], predict the reactants needed to synthesize it. The reactants are: [Cl:1][C:2]1[CH:3]=[C:4]([CH:12]([C:35]2[NH:39][C:38]([C:40]3[CH:45]=[CH:44][CH:43]=[CH:42][N:41]=3)=[CH:37][CH:36]=2)[CH2:13][C@H:14]2[CH2:34][CH2:33][C:16]3(O[C@H](C4C=CC=CC=4)[C@@H](C4C=CC=CC=4)[O:17]3)[CH2:15]2)[CH:5]=[CH:6][C:7]=1[S:8]([CH3:11])(=[O:10])=[O:9].Cl.C(=O)([O-])O.[Na+]. (4) Given the product [Cl:1][C:2]1[CH:3]=[C:4]([N:10]2[CH:18]([CH:19]3[CH2:20][CH2:21][O:22][CH2:23][CH2:24]3)[CH:17]3[C:12]([C:13]4[CH:28]=[CH:27][C:26]([C:29]([NH:39][CH2:38][CH2:37][S:34]([CH3:33])=[O:35])=[O:31])=[CH:25][C:14]=4[CH2:15][CH2:16]3)=[N:11]2)[CH:5]=[CH:6][C:7]=1[C:8]#[N:9], predict the reactants needed to synthesize it. The reactants are: [Cl:1][C:2]1[CH:3]=[C:4]([N:10]2[CH:18]([CH:19]3[CH2:24][CH2:23][O:22][CH2:21][CH2:20]3)[CH:17]3[C:12]([C:13]4[CH:28]=[CH:27][C:26]([C:29]([OH:31])=O)=[CH:25][C:14]=4[CH2:15][CH2:16]3)=[N:11]2)[CH:5]=[CH:6][C:7]=1[C:8]#[N:9].Cl.[CH3:33][S:34]([CH2:37][CH2:38][NH2:39])(=O)=[O:35].